From a dataset of NCI-60 drug combinations with 297,098 pairs across 59 cell lines. Regression. Given two drug SMILES strings and cell line genomic features, predict the synergy score measuring deviation from expected non-interaction effect. (1) Drug 1: C1=NNC2=C1C(=O)NC=N2. Drug 2: C1CN(P(=O)(OC1)NCCCl)CCCl. Cell line: SK-MEL-5. Synergy scores: CSS=-5.12, Synergy_ZIP=0.0594, Synergy_Bliss=-5.17, Synergy_Loewe=-7.00, Synergy_HSA=-7.09. (2) Drug 1: CC1CC2CCC3C(=C)CC(O3)CCC45CC6C(O4)C7C(O6)C(O5)C8C(O7)CCC(O8)CC(=O)CC9C(CC(C1=C)O2)OC(C9OC)CC(CN)O.CS(=O)(=O)O. Drug 2: CC1C(C(CC(O1)OC2CC(CC3=C2C(=C4C(=C3O)C(=O)C5=CC=CC=C5C4=O)O)(C(=O)C)O)N)O. Cell line: SK-MEL-28. Synergy scores: CSS=47.6, Synergy_ZIP=-6.53, Synergy_Bliss=-7.79, Synergy_Loewe=-4.16, Synergy_HSA=-3.18. (3) Drug 1: CC1=C(C(=O)C2=C(C1=O)N3CC4C(C3(C2COC(=O)N)OC)N4)N. Drug 2: C1CC(CNC1)C2=CC=C(C=C2)N3C=C4C=CC=C(C4=N3)C(=O)N. Cell line: UACC62. Synergy scores: CSS=40.8, Synergy_ZIP=-3.12, Synergy_Bliss=-2.45, Synergy_Loewe=-14.2, Synergy_HSA=2.67. (4) Drug 1: C1=NNC2=C1C(=O)NC=N2. Drug 2: CC12CCC3C(C1CCC2OP(=O)(O)O)CCC4=C3C=CC(=C4)OC(=O)N(CCCl)CCCl.[Na+]. Cell line: SK-MEL-5. Synergy scores: CSS=0.438, Synergy_ZIP=-1.59, Synergy_Bliss=0.382, Synergy_Loewe=-1.78, Synergy_HSA=-1.51. (5) Drug 1: CC12CCC(CC1=CCC3C2CCC4(C3CC=C4C5=CN=CC=C5)C)O. Drug 2: COCCOC1=C(C=C2C(=C1)C(=NC=N2)NC3=CC=CC(=C3)C#C)OCCOC.Cl. Cell line: CAKI-1. Synergy scores: CSS=27.3, Synergy_ZIP=1.29, Synergy_Bliss=5.03, Synergy_Loewe=6.41, Synergy_HSA=7.77. (6) Drug 1: CC1=C(N=C(N=C1N)C(CC(=O)N)NCC(C(=O)N)N)C(=O)NC(C(C2=CN=CN2)OC3C(C(C(C(O3)CO)O)O)OC4C(C(C(C(O4)CO)O)OC(=O)N)O)C(=O)NC(C)C(C(C)C(=O)NC(C(C)O)C(=O)NCCC5=NC(=CS5)C6=NC(=CS6)C(=O)NCCC[S+](C)C)O. Drug 2: CC1CCCC2(C(O2)CC(NC(=O)CC(C(C(=O)C(C1O)C)(C)C)O)C(=CC3=CSC(=N3)C)C)C. Cell line: HCT-15. Synergy scores: CSS=58.6, Synergy_ZIP=2.38, Synergy_Bliss=-0.774, Synergy_Loewe=-0.0998, Synergy_HSA=3.79.